This data is from NCI-60 drug combinations with 297,098 pairs across 59 cell lines. The task is: Regression. Given two drug SMILES strings and cell line genomic features, predict the synergy score measuring deviation from expected non-interaction effect. Drug 1: CN1CCC(CC1)COC2=C(C=C3C(=C2)N=CN=C3NC4=C(C=C(C=C4)Br)F)OC. Drug 2: CC=C1C(=O)NC(C(=O)OC2CC(=O)NC(C(=O)NC(CSSCCC=C2)C(=O)N1)C(C)C)C(C)C. Cell line: SK-MEL-5. Synergy scores: CSS=42.5, Synergy_ZIP=-4.54, Synergy_Bliss=-10.9, Synergy_Loewe=-72.8, Synergy_HSA=-14.0.